Dataset: Peptide-MHC class II binding affinity with 134,281 pairs from IEDB. Task: Regression. Given a peptide amino acid sequence and an MHC pseudo amino acid sequence, predict their binding affinity value. This is MHC class II binding data. (1) The peptide sequence is LLPSHSTVLTSHTLT. The MHC is H-2-IAb with pseudo-sequence H-2-IAb. The binding affinity (normalized) is 0.338. (2) The peptide sequence is IDLWSYNAELLVALE. The MHC is DRB1_1501 with pseudo-sequence DRB1_1501. The binding affinity (normalized) is 0.505. (3) The peptide sequence is KKIEGVHGGTWVSATLE. The MHC is HLA-DQA10501-DQB10302 with pseudo-sequence HLA-DQA10501-DQB10302. The binding affinity (normalized) is 0.473. (4) The peptide sequence is WPDLDLKPGAAWTVY. The MHC is DRB1_0901 with pseudo-sequence DRB1_0901. The binding affinity (normalized) is 0.763. (5) The peptide sequence is TMISWIEDCNELEGQ. The binding affinity (normalized) is 0.339. The MHC is DRB1_0101 with pseudo-sequence DRB1_0101. (6) The peptide sequence is VYMDAVFEYTIDCDG. The MHC is DRB1_1301 with pseudo-sequence DRB1_1301. The binding affinity (normalized) is 0. (7) The peptide sequence is MSGRKAQGKTLGVNM. The MHC is HLA-DQA10303-DQB10402 with pseudo-sequence HLA-DQA10303-DQB10402. The binding affinity (normalized) is 0. (8) The peptide sequence is SVGTGNCTTNILEAK. The MHC is DRB1_1101 with pseudo-sequence DRB1_1101. The binding affinity (normalized) is 0. (9) The peptide sequence is NLEIDMIVDTISDFR. The MHC is DRB1_0701 with pseudo-sequence DRB1_0701. The binding affinity (normalized) is 0.243.